This data is from Catalyst prediction with 721,799 reactions and 888 catalyst types from USPTO. The task is: Predict which catalyst facilitates the given reaction. (1) Reactant: [F:1][C:2]1[CH:7]=[CH:6][CH:5]=[CH:4][C:3]=1[CH2:8][O:9][C:10]1[CH:15]=[CH:14][C:13]([C@@H:16]2[N:20]([C:21]([O:23][C:24]([CH3:27])([CH3:26])[CH3:25])=[O:22])[C@:19]([CH2:32][OH:33])([C:28]([O:30][CH3:31])=[O:29])[CH2:18][CH2:17]2)=[CH:12][C:11]=1[O:34][CH3:35].[CH3:36]I.[H-].[Na+]. Product: [F:1][C:2]1[CH:7]=[CH:6][CH:5]=[CH:4][C:3]=1[CH2:8][O:9][C:10]1[CH:15]=[CH:14][C:13]([C@@H:16]2[N:20]([C:21]([O:23][C:24]([CH3:25])([CH3:26])[CH3:27])=[O:22])[C@:19]([CH2:32][O:33][CH3:36])([C:28]([O:30][CH3:31])=[O:29])[CH2:18][CH2:17]2)=[CH:12][C:11]=1[O:34][CH3:35]. The catalyst class is: 3. (2) Reactant: [CH3:1][C:2]([N:7]1[CH:11]=[C:10]([N+:12]([O-:14])=[O:13])[CH:9]=[N:8]1)([CH3:6])[C:3](O)=[O:4].Cl.C([N:18]=C=NCCCN(C)C)C.N.ON1C2C=CC=CC=2N=N1.C(=O)([O-])O.[Na+]. Product: [CH3:1][C:2]([N:7]1[CH:11]=[C:10]([N+:12]([O-:14])=[O:13])[CH:9]=[N:8]1)([CH3:6])[C:3]([NH2:18])=[O:4]. The catalyst class is: 9.